Dataset: Full USPTO retrosynthesis dataset with 1.9M reactions from patents (1976-2016). Task: Predict the reactants needed to synthesize the given product. The reactants are: [CH:1]1([N:4]2[C:8]3[CH2:9][CH2:10][CH:11]([C:14]([C@H:16]4[C@H:20]([C:21]5[CH:26]=[CH:25][CH:24]=[CH:23][CH:22]=5)[O:19][C:18]([CH3:28])([CH3:27])[O:17]4)=[O:15])[C:12](=[O:13])[C:7]=3[N:6]=[C:5]2[CH3:29])[CH2:3][CH2:2]1. Given the product [CH:1]1([N:4]2[C:8]3[CH:9]=[CH:10][C:11]([C:14]([C@H:16]4[C@H:20]([C:21]5[CH:22]=[CH:23][CH:24]=[CH:25][CH:26]=5)[O:19][C:18]([CH3:27])([CH3:28])[O:17]4)=[O:15])=[C:12]([OH:13])[C:7]=3[N:6]=[C:5]2[CH3:29])[CH2:2][CH2:3]1, predict the reactants needed to synthesize it.